Dataset: NCI-60 drug combinations with 297,098 pairs across 59 cell lines. Task: Regression. Given two drug SMILES strings and cell line genomic features, predict the synergy score measuring deviation from expected non-interaction effect. (1) Drug 1: CC1C(C(CC(O1)OC2CC(CC3=C2C(=C4C(=C3O)C(=O)C5=C(C4=O)C(=CC=C5)OC)O)(C(=O)C)O)N)O.Cl. Drug 2: CCN(CC)CCCC(C)NC1=C2C=C(C=CC2=NC3=C1C=CC(=C3)Cl)OC. Cell line: HCC-2998. Synergy scores: CSS=39.9, Synergy_ZIP=-4.37, Synergy_Bliss=-5.02, Synergy_Loewe=-4.05, Synergy_HSA=-3.37. (2) Drug 1: CCCCCOC(=O)NC1=NC(=O)N(C=C1F)C2C(C(C(O2)C)O)O. Drug 2: CC12CCC3C(C1CCC2OP(=O)(O)O)CCC4=C3C=CC(=C4)OC(=O)N(CCCl)CCCl.[Na+]. Cell line: HL-60(TB). Synergy scores: CSS=17.2, Synergy_ZIP=1.91, Synergy_Bliss=-2.83, Synergy_Loewe=-12.7, Synergy_HSA=-11.9. (3) Drug 1: CC1=CC2C(CCC3(C2CCC3(C(=O)C)OC(=O)C)C)C4(C1=CC(=O)CC4)C. Drug 2: CCC1(CC2CC(C3=C(CCN(C2)C1)C4=CC=CC=C4N3)(C5=C(C=C6C(=C5)C78CCN9C7C(C=CC9)(C(C(C8N6C=O)(C(=O)OC)O)OC(=O)C)CC)OC)C(=O)OC)O.OS(=O)(=O)O. Cell line: NCIH23. Synergy scores: CSS=48.7, Synergy_ZIP=12.1, Synergy_Bliss=16.0, Synergy_Loewe=-13.8, Synergy_HSA=13.6. (4) Drug 1: CC=C1C(=O)NC(C(=O)OC2CC(=O)NC(C(=O)NC(CSSCCC=C2)C(=O)N1)C(C)C)C(C)C. Drug 2: C#CCC(CC1=CN=C2C(=N1)C(=NC(=N2)N)N)C3=CC=C(C=C3)C(=O)NC(CCC(=O)O)C(=O)O. Cell line: HCT-15. Synergy scores: CSS=75.0, Synergy_ZIP=4.43, Synergy_Bliss=4.28, Synergy_Loewe=-18.8, Synergy_HSA=1.15. (5) Drug 1: C1C(C(OC1N2C=NC3=C(N=C(N=C32)Cl)N)CO)O. Drug 2: CNC(=O)C1=NC=CC(=C1)OC2=CC=C(C=C2)NC(=O)NC3=CC(=C(C=C3)Cl)C(F)(F)F. Cell line: 786-0. Synergy scores: CSS=11.3, Synergy_ZIP=0.606, Synergy_Bliss=1.24, Synergy_Loewe=-15.2, Synergy_HSA=-1.70. (6) Drug 1: CC1=C(C=C(C=C1)NC(=O)C2=CC=C(C=C2)CN3CCN(CC3)C)NC4=NC=CC(=N4)C5=CN=CC=C5. Drug 2: C(CN)CNCCSP(=O)(O)O. Cell line: HS 578T. Synergy scores: CSS=5.11, Synergy_ZIP=1.47, Synergy_Bliss=8.52, Synergy_Loewe=1.61, Synergy_HSA=3.54. (7) Drug 1: C1=C(C(=O)NC(=O)N1)F. Drug 2: CC(C)CN1C=NC2=C1C3=CC=CC=C3N=C2N. Cell line: CAKI-1. Synergy scores: CSS=30.8, Synergy_ZIP=8.07, Synergy_Bliss=7.91, Synergy_Loewe=7.59, Synergy_HSA=8.34. (8) Drug 1: C1CCC(C1)C(CC#N)N2C=C(C=N2)C3=C4C=CNC4=NC=N3. Drug 2: B(C(CC(C)C)NC(=O)C(CC1=CC=CC=C1)NC(=O)C2=NC=CN=C2)(O)O. Cell line: HCC-2998. Synergy scores: CSS=-7.56, Synergy_ZIP=4.27, Synergy_Bliss=-5.05, Synergy_Loewe=-8.78, Synergy_HSA=-10.3. (9) Drug 1: C1=C(C(=O)NC(=O)N1)F. Drug 2: CN1C2=C(C=C(C=C2)N(CCCl)CCCl)N=C1CCCC(=O)O.Cl. Cell line: MALME-3M. Synergy scores: CSS=35.0, Synergy_ZIP=-0.588, Synergy_Bliss=1.87, Synergy_Loewe=-1.41, Synergy_HSA=3.89. (10) Drug 1: CCC1(CC2CC(C3=C(CCN(C2)C1)C4=CC=CC=C4N3)(C5=C(C=C6C(=C5)C78CCN9C7C(C=CC9)(C(C(C8N6C)(C(=O)OC)O)OC(=O)C)CC)OC)C(=O)OC)O. Drug 2: COCCOC1=C(C=C2C(=C1)C(=NC=N2)NC3=CC=CC(=C3)C#C)OCCOC. Cell line: OVCAR3. Synergy scores: CSS=77.7, Synergy_ZIP=5.65, Synergy_Bliss=2.48, Synergy_Loewe=4.93, Synergy_HSA=7.74.